From a dataset of Full USPTO retrosynthesis dataset with 1.9M reactions from patents (1976-2016). Predict the reactants needed to synthesize the given product. (1) Given the product [Cl:19][C:12]1[CH:11]=[C:10]([NH:9][C:6]2[CH2:5][CH2:4][C:3](=[O:8])[C:2]=2[CH3:1])[CH:18]=[CH:17][C:13]=1[C:14]([OH:16])=[O:15].[CH3:5][C:6]([CH3:2])=[O:7], predict the reactants needed to synthesize it. The reactants are: [CH3:1][CH:2]1[C:6](=[O:7])[CH2:5][CH2:4][C:3]1=[O:8].[NH2:9][C:10]1[CH:18]=[CH:17][C:13]([C:14]([OH:16])=[O:15])=[C:12]([Cl:19])[CH:11]=1. (2) Given the product [CH2:1]([C:3]1[N:7]([CH2:8][CH2:9][CH3:10])[N:6]=[C:5]([C:11]([NH2:17])=[O:13])[CH:4]=1)[CH3:2], predict the reactants needed to synthesize it. The reactants are: [CH2:1]([C:3]1[N:7]([CH2:8][CH2:9][CH3:10])[N:6]=[C:5]([C:11]([O:13]CC)=O)[CH:4]=1)[CH3:2].[OH-].[NH4+:17].CO. (3) Given the product [CH3:3][O:4][C:5]1[CH:6]=[CH:7][C:8]([CH2:9][N:10]([CH3:17])[C:11](=[O:13])[CH3:12])=[CH:14][CH:15]=1, predict the reactants needed to synthesize it. The reactants are: [H-].[Na+].[CH3:3][O:4][C:5]1[CH:15]=[CH:14][C:8]([CH2:9][NH:10][C:11](=[O:13])[CH3:12])=[CH:7][CH:6]=1.I[CH3:17]. (4) Given the product [C:49]([O:15][CH2:14][C:13]([CH3:17])([CH3:16])[CH2:12][N:11]1[C:5]2[CH:4]=[CH:3][C:2]([Cl:1])=[CH:42][C:6]=2[C@@H:7]([C:32]2[CH:37]=[CH:36][CH:35]=[C:34]([O:38][CH3:39])[C:33]=2[O:40][CH3:41])[O:8][C@H:9]([CH2:19][C:20]([NH:22][C:23]2[CH:31]=[CH:30][CH:29]=[CH:28][C:24]=2[C:25]([OH:27])=[O:26])=[O:21])[C:10]1=[O:18])(=[O:51])[CH3:50], predict the reactants needed to synthesize it. The reactants are: [Cl:1][C:2]1[CH:3]=[CH:4][C:5]2[N:11]([CH2:12][C:13]([CH3:17])([CH3:16])[CH2:14][OH:15])[C:10](=[O:18])[C@@H:9]([CH2:19][C:20]([NH:22][C:23]3[CH:31]=[CH:30][CH:29]=[CH:28][C:24]=3[C:25]([OH:27])=[O:26])=[O:21])[O:8][C@H:7]([C:32]3[CH:37]=[CH:36][CH:35]=[C:34]([O:38][CH3:39])[C:33]=3[O:40][CH3:41])[C:6]=2[CH:42]=1.N1C=CC=CC=1.[C:49](OCC)(=[O:51])[CH3:50].C(Cl)(=O)C. (5) Given the product [F:1][C:2]1[CH:7]=[CH:6][C:5]([C:8]2[C:42]([C:43]([OH:45])=[O:44])=[C:11]3[CH:12]=[C:13]([C:24]4[CH:29]=[CH:28][CH:27]=[C:26]([C:30](=[O:41])[NH:31][C:32]([C:35]5[CH:36]=[CH:37][CH:38]=[CH:39][CH:40]=5)([CH3:34])[CH3:33])[CH:25]=4)[C:14]([N:16]([CH2:21][CH2:22][OH:23])[S:17]([CH3:20])(=[O:18])=[O:19])=[CH:15][N:10]3[N:9]=2)=[CH:4][CH:3]=1, predict the reactants needed to synthesize it. The reactants are: [F:1][C:2]1[CH:7]=[CH:6][C:5]([C:8]2[C:42]([C:43]([O:45]C)=[O:44])=[C:11]3[CH:12]=[C:13]([C:24]4[CH:29]=[CH:28][CH:27]=[C:26]([C:30](=[O:41])[NH:31][C:32]([C:35]5[CH:40]=[CH:39][CH:38]=[CH:37][CH:36]=5)([CH3:34])[CH3:33])[CH:25]=4)[C:14]([N:16]([CH2:21][CH2:22][OH:23])[S:17]([CH3:20])(=[O:19])=[O:18])=[CH:15][N:10]3[N:9]=2)=[CH:4][CH:3]=1.C1COCC1.[OH-].[Li+].Cl.